Dataset: Reaction yield outcomes from USPTO patents with 853,638 reactions. Task: Predict the reaction yield, written as a fraction of the theoretical maximum amount of product (1.0 means a 100% yield; for example, 0.34 means a 34% yield). (1) The reactants are Cl[C:2]([C:4]1[CH:14]=[CH:13][C:7]([C:8]([O:10][CH2:11][CH3:12])=[O:9])=[CH:6][CH:5]=1)=O.CC1C=CC(C2[C:30]3[C:25](=[CH:26][CH:27]=[CH:28][CH:29]=3)[NH:24][N:23]=2)=CC=1. No catalyst specified. The product is [NH:24]1[C:25]2[C:26](=[CH:27][CH:28]=[CH:29][CH:30]=2)[C:2]([C:4]2[CH:14]=[CH:13][C:7]([C:8]([O:10][CH2:11][CH3:12])=[O:9])=[CH:6][CH:5]=2)=[N:23]1. The yield is 0.889. (2) The reactants are [Li+].C[Si]([N-][Si](C)(C)C)(C)C.C1COCC1.F[C:17]1[C:22]([C:23]2[N:28]=[C:27]([CH3:29])[N:26]=[C:25]([S:30][CH3:31])[N:24]=2)=[CH:21][C:20]([CH2:32][N:33]2[CH2:38][CH2:37][N:36]([S:39]([CH3:42])(=[O:41])=[O:40])[CH2:35][CH2:34]2)=[CH:19][N:18]=1.[NH2:43][C:44]1[CH:45]=[N:46][C:47]([O:50][CH3:51])=[CH:48][CH:49]=1. The catalyst is [NH4+].[Cl-].O.C(OCC)(=O)C. The product is [CH3:51][O:50][C:47]1[N:46]=[CH:45][C:44]([NH:43][C:17]2[C:22]([C:23]3[N:28]=[C:27]([CH3:29])[N:26]=[C:25]([S:30][CH3:31])[N:24]=3)=[CH:21][C:20]([CH2:32][N:33]3[CH2:38][CH2:37][N:36]([S:39]([CH3:42])(=[O:40])=[O:41])[CH2:35][CH2:34]3)=[CH:19][N:18]=2)=[CH:49][CH:48]=1. The yield is 0.608. (3) The reactants are [C:1]1([C:7]2[S:8][C:9]([C:12](=[O:15])[CH2:13][CH3:14])=[CH:10][N:11]=2)[CH:6]=[CH:5][CH:4]=[CH:3][CH:2]=1.C[Si]([N-][Si](C)(C)C)(C)C.[Li+].[C:26]([O:30][CH2:31][CH3:32])(=[O:29])[CH:27]=[O:28]. The catalyst is O1CCCC1.C1(C)C=CC=CC=1.CC(C)[O-].CC(C)[O-].CC(C)[O-].Cl[Ti+3]. The product is [CH2:31]([O:30][C:26](=[O:29])[CH:27]([OH:28])[CH:13]([CH3:14])[C:12](=[O:15])[C:9]1[S:8][C:7]([C:1]2[CH:2]=[CH:3][CH:4]=[CH:5][CH:6]=2)=[N:11][CH:10]=1)[CH3:32]. The yield is 0.400. (4) The reactants are [C:1]([NH:9][C:10]1[C:17]2[S:16][C:15]([NH:18][C:19]([CH:21]3[CH2:23][CH2:22]3)=[O:20])=[N:14][C:13]=2[NH:12][N:11]=1)(=[NH:8])[C:2]1[CH:7]=[CH:6][CH:5]=[CH:4][CH:3]=1.C([O-])(O)=O.[Na+].Br[CH2:30][C:31](=O)[C:32]([O:34][CH2:35][CH3:36])=[O:33]. The catalyst is CC(O)C. The product is [CH2:35]([O:34][C:32]([C:31]1[N:8]=[C:1]([C:2]2[CH:7]=[CH:6][CH:5]=[CH:4][CH:3]=2)[N:9]([C:10]2[C:17]3[S:16][C:15]([NH:18][C:19]([CH:21]4[CH2:23][CH2:22]4)=[O:20])=[N:14][C:13]=3[NH:12][N:11]=2)[CH:30]=1)=[O:33])[CH3:36]. The yield is 0.120. (5) The reactants are C(Cl)(=O)C(Cl)=O.CS(C)=O.[C:11]([O:15][C:16]([N:18]1[CH2:22][CH2:21][CH:20]([OH:23])[CH2:19]1)=[O:17])([CH3:14])([CH3:13])[CH3:12].CCN(C(C)C)C(C)C. The catalyst is C(Cl)Cl. The product is [C:11]([O:15][C:16]([N:18]1[CH2:22][CH2:21][C:20](=[O:23])[CH2:19]1)=[O:17])([CH3:14])([CH3:12])[CH3:13]. The yield is 0.960. (6) The reactants are [Br:1][C:2]1[CH:11]=[CH:10][C:9]2[N:8]=[CH:7][C:6]3[NH:12][C:13](=[O:25])[N:14]([C:15]4[CH:20]=[CH:19][CH:18]=[C:17]([C:21]([F:24])([F:23])[F:22])[CH:16]=4)[C:5]=3[C:4]=2[CH:3]=1.I[CH3:27].[H-].[Na+]. The catalyst is O1CCCC1. The product is [Br:1][C:2]1[CH:11]=[CH:10][C:9]2[N:8]=[CH:7][C:6]3[N:12]([CH3:27])[C:13](=[O:25])[N:14]([C:15]4[CH:20]=[CH:19][CH:18]=[C:17]([C:21]([F:24])([F:23])[F:22])[CH:16]=4)[C:5]=3[C:4]=2[CH:3]=1. The yield is 0.760. (7) The reactants are [NH2:1][C:2]1[CH:12]=[C:11]([O:13][CH2:14][CH2:15][O:16][CH3:17])[C:10]([O:18][CH2:19][CH2:20][O:21][CH3:22])=[CH:9][C:3]=1[C:4](OCC)=[O:5].[CH:23]([O-])([O-])OC.C([O-])(=O)C.[NH4+:32]. The catalyst is CO. The product is [CH3:22][O:21][CH2:20][CH2:19][O:18][C:10]1[CH:9]=[C:3]2[C:2](=[CH:12][C:11]=1[O:13][CH2:14][CH2:15][O:16][CH3:17])[N:1]=[CH:23][NH:32][C:4]2=[O:5]. The yield is 0.910. (8) The reactants are [Cl:1][C:2]1[CH:3]=[C:4]([CH:8]=[CH:9][CH:10]=1)[C:5](Cl)=[O:6].[C:11](#[N:13])C. The catalyst is C1(C)C=CC=CC=1. The product is [Cl:1][C:2]1[CH:3]=[C:4]([C:5](=[O:6])[C:11]#[N:13])[CH:8]=[CH:9][CH:10]=1. The yield is 0.680. (9) The reactants are [I:1][C:2]1[CH:7]=[CH:6][C:5]([N:8]=[C:9]=[O:10])=[CH:4][CH:3]=1.[CH:11]1([C@H:14]([OH:16])[CH3:15])[CH2:13][CH2:12]1. The catalyst is C(Cl)Cl. The product is [CH:11]1([C@H:14]([O:16][C:9](=[O:10])[NH:8][C:5]2[CH:6]=[CH:7][C:2]([I:1])=[CH:3][CH:4]=2)[CH3:15])[CH2:13][CH2:12]1. The yield is 0.930. (10) The reactants are FC(F)(F)S(O[C:7]1[CH:8]=[C:9]2[C:14](=[CH:15][CH:16]=1)[S:13][C:12]([CH3:18])([CH3:17])[CH2:11][C:10]2=[O:19])(=O)=O.[CH3:22][Si:23]([C:26]#[CH:27])([CH3:25])[CH3:24]. The catalyst is CCN(CC)CC.CN(C=O)C.O.Cl[Pd](Cl)([P](C1C=CC=CC=1)(C1C=CC=CC=1)C1C=CC=CC=1)[P](C1C=CC=CC=1)(C1C=CC=CC=1)C1C=CC=CC=1. The product is [CH3:17][C:12]1([CH3:18])[CH2:11][C:10](=[O:19])[C:9]2[C:14](=[CH:15][CH:16]=[C:7]([C:27]#[C:26][Si:23]([CH3:25])([CH3:24])[CH3:22])[CH:8]=2)[S:13]1. The yield is 0.910.